This data is from Catalyst prediction with 721,799 reactions and 888 catalyst types from USPTO. The task is: Predict which catalyst facilitates the given reaction. (1) Reactant: [CH:1]([NH:4][C:5]([NH2:7])=[NH:6])([CH3:3])[CH3:2].[C:8](O[C:8]([O:10][C:11]([CH3:14])([CH3:13])[CH3:12])=[O:9])([O:10][C:11]([CH3:14])([CH3:13])[CH3:12])=[O:9]. Product: [CH:1]([NH:4][C:5]([NH:7][C:8]([O:10][C:11]([CH3:14])([CH3:13])[CH3:12])=[O:9])=[NH:6])([CH3:3])[CH3:2]. The catalyst class is: 479. (2) Reactant: [O:1]1[CH2:6][CH2:5][CH:4]([CH:7]=O)[CH2:3][CH2:2]1.[CH3:9][C:10]([CH:12]=[CH2:13])=[O:11].S(=O)(=O)(O)O.O. Product: [CH2:5]1[C:4]2([CH2:7][CH2:9][C:10](=[O:11])[CH:12]=[CH:13]2)[CH2:3][CH2:2][O:1][CH2:6]1. The catalyst class is: 133. (3) Reactant: [CH3:1][O:2][C:3]([C:5]1[S:6][C:7]([CH2:10][CH2:11][CH2:12][NH2:13])=[CH:8][CH:9]=1)=[O:4].C(N(C(C)C)CC)(C)C.[Cl:23][C:24]1[CH:25]=[C:26]([CH2:30][CH2:31][CH:32]=O)[CH:27]=[CH:28][CH:29]=1.[BH4-].[Na+]. Product: [CH3:1][O:2][C:3]([C:5]1[S:6][C:7]([CH2:10][CH2:11][CH2:12][NH:13][CH2:32][CH2:31][CH2:30][C:26]2[CH:27]=[CH:28][CH:29]=[C:24]([Cl:23])[CH:25]=2)=[CH:8][CH:9]=1)=[O:4]. The catalyst class is: 5. (4) The catalyst class is: 8. Product: [CH2:1]([C:3]1[C:12]([OH:13])=[CH:11][C:10]([OH:9])=[C:5]([C:6]2[C:7]([C:17]3[CH:22]=[CH:21][C:20]([O:23][CH3:24])=[CH:19][CH:18]=3)=[C:8]([C:14]([OH:16])=[O:15])[NH:27][N:28]=2)[CH:4]=1)[CH3:2]. Reactant: [CH2:1]([C:3]1[CH:4]=[C:5]2[C:10](=[CH:11][C:12]=1[OH:13])[O:9][C:8]([C:14]([OH:16])=[O:15])=[C:7]([C:17]1[CH:22]=[CH:21][C:20]([O:23][CH3:24])=[CH:19][CH:18]=1)[C:6]2=O)[CH3:2].O.[NH2:27][NH2:28]. (5) Reactant: [Br:1][C:2]1[CH:7]=[CH:6][C:5]([C:8]2[CH2:12][CH:11]([CH2:13]S([O-])(=O)=O)[O:10][N:9]=2)=[CH:4][C:3]=1[F:18].[N-:19]=[N+:20]=[N-:21].[Na+]. Product: [N:19]([CH2:13][CH:11]1[O:10][N:9]=[C:8]([C:5]2[CH:6]=[CH:7][C:2]([Br:1])=[C:3]([F:18])[CH:4]=2)[CH2:12]1)=[N+:20]=[N-:21]. The catalyst class is: 3. (6) Reactant: C([N:8](CC1C=CC=CC=1)[CH:9]1[CH2:12][CH:11]([C:13]([OH:16])([CH3:15])[CH3:14])[CH2:10]1)C1C=CC=CC=1.CC(O)=O.O. Product: [NH2:8][CH:9]1[CH2:12][CH:11]([C:13]([OH:16])([CH3:15])[CH3:14])[CH2:10]1. The catalyst class is: 29.